From a dataset of Reaction yield outcomes from USPTO patents with 853,638 reactions. Predict the reaction yield, written as a fraction of the theoretical maximum amount of product (1.0 means a 100% yield; for example, 0.34 means a 34% yield). The reactants are Cl.[NH2:2][CH2:3][C:4]([C:6]1[CH:11]=[CH:10][C:9]([Br:12])=[CH:8][CH:7]=1)=[O:5].[C:13]([O:17][C:18]([NH:20][C:21]1([C:24](O)=[O:25])[CH2:23][CH2:22]1)=[O:19])([CH3:16])([CH3:15])[CH3:14].CN(C(ON1N=NC2C=CC=NC1=2)=[N+](C)C)C.F[P-](F)(F)(F)(F)F.CCN(C(C)C)C(C)C. The catalyst is CN(C=O)C. The product is [C:13]([O:17][C:18](=[O:19])[NH:20][C:21]1([C:24](=[O:25])[NH:2][CH2:3][C:4]([C:6]2[CH:11]=[CH:10][C:9]([Br:12])=[CH:8][CH:7]=2)=[O:5])[CH2:22][CH2:23]1)([CH3:16])([CH3:14])[CH3:15]. The yield is 0.900.